Dataset: CYP1A2 inhibition data for predicting drug metabolism from PubChem BioAssay. Task: Regression/Classification. Given a drug SMILES string, predict its absorption, distribution, metabolism, or excretion properties. Task type varies by dataset: regression for continuous measurements (e.g., permeability, clearance, half-life) or binary classification for categorical outcomes (e.g., BBB penetration, CYP inhibition). Dataset: cyp1a2_veith. (1) The compound is O=c1[nH]c2[nH]c(=S)[nH]c(=S)c2[nH]1. The result is 1 (inhibitor). (2) The molecule is CN(C)CC/C=C1\c2ccccc2Sc2cc(Cl)ccc21. The result is 1 (inhibitor). (3) The result is 1 (inhibitor). The compound is CCN1CCC[C@@H]1CNC(=O)c1c(O)c(Cl)cc(Cl)c1OC.O=C(O)[C@@H](O)[C@@H](O)C(=O)O. (4) The molecule is COC(=O)c1c(NC(C)=O)sc(Cc2ccccc2)c1C. The result is 1 (inhibitor).